From a dataset of Reaction yield outcomes from USPTO patents with 853,638 reactions. Predict the reaction yield, written as a fraction of the theoretical maximum amount of product (1.0 means a 100% yield; for example, 0.34 means a 34% yield). (1) The reactants are C1(P(C2C=CC=CC=2)C2C=CC=CC=2)C=CC=CC=1.N1C=CC=CC=1.[CH3:26][C:27]1([C:51]([NH2:53])=[O:52])[C:32]([CH3:34])([CH3:33])[S:31][CH2:30][CH2:29][N:28]1[S:35]([C:38]1[CH:43]=[CH:42][C:41]([O:44][CH2:45][C:46]#[C:47][CH2:48][CH2:49]O)=[CH:40][CH:39]=1)(=[O:37])=[O:36].C(Br)(Br)(Br)[Br:55]. The catalyst is C1COCC1. The product is [CH3:26][C:27]1([C:51]([NH2:53])=[O:52])[C:32]([CH3:34])([CH3:33])[S:31][CH2:30][CH2:29][N:28]1[S:35]([C:38]1[CH:43]=[CH:42][C:41]([O:44][CH2:45][C:46]#[C:47][CH2:48][CH2:49][Br:55])=[CH:40][CH:39]=1)(=[O:37])=[O:36]. The yield is 0.870. (2) The yield is 0.730. The product is [C:20]([O:23][C:24]([NH:1][C:2]1[C:6]2=[N:7][CH:8]=[C:9]([CH2:11][CH2:12][CH3:13])[CH:10]=[C:5]2[O:4][C:3]=1[C:14]([O:16][CH2:17][CH3:18])=[O:15])=[O:25])([CH3:22])([CH3:21])[CH3:19]. The reactants are [NH2:1][C:2]1[C:6]2=[N:7][CH:8]=[C:9]([CH2:11][CH2:12][CH3:13])[CH:10]=[C:5]2[O:4][C:3]=1[C:14]([O:16][CH2:17][CH3:18])=[O:15].[CH3:19][C:20]([O:23][C:24](O[C:24]([O:23][C:20]([CH3:22])([CH3:21])[CH3:19])=[O:25])=[O:25])([CH3:22])[CH3:21]. The catalyst is CN(C)C1C=CN=CC=1.CC#N. (3) The reactants are [C:1]1([C:7]2[NH:11][C:10]([C:12]3[CH:13]=[C:14]4[C:19](=[CH:20][CH:21]=3)[CH:18]=[C:17]([O:22][CH2:23][C:24]3[CH:33]=[CH:32][C:27]([C:28]([O:30]C)=[O:29])=[CH:26][C:25]=3[C:34]([O:36]C)=[O:35])[CH:16]=[CH:15]4)=[CH:9][CH:8]=2)[CH:6]=[CH:5][CH:4]=[CH:3][CH:2]=1.[OH-].[Na+]. The catalyst is C1COCC1.CO.O. The product is [C:1]1([C:7]2[NH:11][C:10]([C:12]3[CH:13]=[C:14]4[C:19](=[CH:20][CH:21]=3)[CH:18]=[C:17]([O:22][CH2:23][C:24]3[CH:33]=[CH:32][C:27]([C:28]([OH:30])=[O:29])=[CH:26][C:25]=3[C:34]([OH:36])=[O:35])[CH:16]=[CH:15]4)=[CH:9][CH:8]=2)[CH:6]=[CH:5][CH:4]=[CH:3][CH:2]=1. The yield is 0.940. (4) The reactants are [C:1]1([S:7]([N:10]2[C:14]3=[N:15][CH:16]=[C:17]([N+:20]([O-:22])=[O:21])[C:18](Cl)=[C:13]3[CH:12]=[CH:11]2)(=[O:9])=[O:8])[CH:6]=[CH:5][CH:4]=[CH:3][CH:2]=1.[CH2:23]([N:30]1[CH2:35][CH2:34][C@H:33]([CH3:36])[C@H:32]([NH2:37])[CH2:31]1)[C:24]1[CH:29]=[CH:28][CH:27]=[CH:26][CH:25]=1.C(N(C(C)C)CC)(C)C. The catalyst is CC(O)C. The product is [C:1]1([S:7]([N:10]2[C:14]3=[N:15][CH:16]=[C:17]([N+:20]([O-:22])=[O:21])[C:18]([NH:37][C@H:32]4[C@@H:33]([CH3:36])[CH2:34][CH2:35][N:30]([CH2:23][C:24]5[CH:29]=[CH:28][CH:27]=[CH:26][CH:25]=5)[CH2:31]4)=[C:13]3[CH:12]=[CH:11]2)(=[O:9])=[O:8])[CH:6]=[CH:5][CH:4]=[CH:3][CH:2]=1. The yield is 0.900. (5) The reactants are Cl[C:2]1[N:7]=C[C:5]([CH2:8][C:9]2[CH:10]=[N:11][C:12]([O:22][CH3:23])=[C:13]([C:15]3[CH:20]=[CH:19][CH:18]=[C:17]([Cl:21])[CH:16]=3)[CH:14]=2)=[CH:4][N:3]=1.CCN(C(C)C)C(C)C.[NH:33]1[CH2:38][CH2:37][O:36][CH2:35][CH2:34]1. The catalyst is O1CCOCC1. The product is [Cl:21][C:17]1[CH:16]=[C:15]([C:13]2[CH:14]=[C:9]([C:8]3[CH:5]=[CH:4][N:3]=[C:2]([CH:34]4[NH:33][CH2:38][CH2:37][O:36][CH2:35]4)[N:7]=3)[CH:10]=[N:11][C:12]=2[O:22][CH3:23])[CH:20]=[CH:19][CH:18]=1. The yield is 0.570.